This data is from Experimentally validated miRNA-target interactions with 360,000+ pairs, plus equal number of negative samples. The task is: Binary Classification. Given a miRNA mature sequence and a target amino acid sequence, predict their likelihood of interaction. (1) The miRNA is hsa-miR-3975 with sequence UGAGGCUAAUGCACUACUUCAC. The protein sequence of the target gene is MACGLVASNLNLKPGECLRVRGEVAPDAKSFVLNLGKDSNNLCLHFNPRFNAHGDANTIVCNSKDGGAWGTEQREAVFPFQPGSVAEVCITFDQANLTVKLPDGYEFKFPNRLNLEAINYMAADGDFKIKCVAFD. Result: 0 (no interaction). (2) The miRNA is hsa-miR-450a-1-3p with sequence AUUGGGAACAUUUUGCAUGUAU. The protein sequence of the target gene is MTSATEFENVGNQPPYSRINARWDAPDDELDNDNSSARLFERSRIKALADEREVVQKKTFTKWVNSHLARVSCRITDLYKDLRDGRMLIKLLEVLSGEMLPKPTKGKMRIHCLENVDKALQFLKEQRVHLENMGSHDIVDGNHRLVLGLIWTIILRFQIQDIVVQTQEGRETRSAKDALLLWCQMKTAGYPHVNVTNFTSSWKDGLAFNALIHKHRPDLIDFDKLKDSNARHNLEHAFNVAERQLGIIPLLDPEDVFTENPDEKSIITYVVAFYHYFSKMKVLAVEGKRVGKVIDHAIET.... Result: 0 (no interaction). (3) The miRNA is hsa-miR-4646-5p with sequence ACUGGGAAGAGGAGCUGAGGGA. The protein sequence of the target gene is MYSGAGPALAPPAPPPPIQGYAFKPPPRPDFGTSGRTIKLQANFFEMDIPKIDIYHYELDIKPEKCPRRVNREIVEHMVQHFKTQIFGDRKPVFDGRKNLYTAMPLPIGRDKVELEVTLPGEGKDRIFKVSIKWVSCVSLQALHDALSGRLPSVPFETIQALDVVMRHLPSMRYTPVGRSFFTASEGCSNPLGGGREVWFGFHQSVRPSLWKMMLNIDVSATAFYKAQPVIEFVCEVLDFKSIEEQQKPLTDSQRVKFTKEIKGLKVEITHCGQMKRKYRVCNVTRRPASHQTFPLQQES.... Result: 1 (interaction). (4) The miRNA is hsa-miR-616-3p with sequence AGUCAUUGGAGGGUUUGAGCAG. The protein sequence of the target gene is MASERPEPEVEEAGQVFLLMKKDYRISRNVRLAWFLSHLHQTVQATPQEMLLQSEQELEVLSVLPPGWQPDEPVVPRPFLLVPSTRVTFLAWQYRFVIELDLSPSTGIVDDSTGEILFDEVFHALSRCLGGLLRPFRVPGSCIDFQPEIYVTIQAYSSIIGLQSHQVLVQGCLLDPSQREVFLQQIYEQLCLFEDKVATMLQQQYDPQSQAEDQSPDSGDLLGRKVGVSMVTADLGLVSMIRQGILALQLLPSNSSAGIIVITDGVTSVPDVAVCETLLNQLRSGTVACSFVQVGGVYSY.... Result: 0 (no interaction). (5) The miRNA is hsa-miR-875-5p with sequence UAUACCUCAGUUUUAUCAGGUG. The protein sequence of the target gene is MPAYFQRPENALKRANEFLEVGKKQPALDVLYDVMKSKKHRTWQKIHEPIMLKYLELCVDLRKSHLAKEGLYQYKNICQQVNIKSLEDVVRAYLKMAEEKTEAAKEESQQMVLDIEDLDNIQTPESVLLSAVSGEDTQDRTDRLLLTPWVKFLWESYRQCLDLLRNNSRVERLYHDIAQQAFKFCLQYTRKAEFRKLCDNLRMHLSQIQRHHNQSTAINLNNPESQSMHLETRLVQLDSAISMELWQEAFKAVEDIHGLFSLSKKPPKPQLMANYYNKVSTVFWKSGNALFHASTLHRLY.... Result: 0 (no interaction). (6) Result: 0 (no interaction). The protein sequence of the target gene is MAELDQLPDESSSAKALVSLKEGSLSNTWNEKYSSLQKTPVWKGRNTSSAVEMPFRNSKRSRLFSDEDDRQINTRSPKRNQRVAMVPQKFTATMSTPDKKASQKIGFRLRNLLKLPKAHKWCIYEWFYSNIDKPLFEGDNDFCVCLKESFPNLKTRKLTRVEWGKIRRLMGKPRRCSSAFFEEERSALKQKRQKIRLLQQRKVADVSQFKDLPDEIPLPLVIGTKVTARLRGVHDGLFTGQIDAVDTLNATYRVTFDRTGLGTHTIPDYEVLSNEPHETMPIAAFGQKQRPSRFFMTPPR.... The miRNA is gga-miR-21-5p with sequence UAGCUUAUCAGACUGAUGUUGA. (7) The miRNA is hsa-miR-331-3p with sequence GCCCCUGGGCCUAUCCUAGAA. The protein sequence of the target gene is MEGVLYKWTNYLSGWQPRWFLLCGGILSYYDSPEDAWKGCKGSIQMAVCEIQVHSVDNTRMDLIIPGEQYFYLKARSVAERQRWLVALGSAKACLTDSRTQKEKEFAENTENLKTKMSELRLYCDLLVQQVDKTKEVTTTGVSNSEEGIDVGTLLKSTCNTFLKTLEECMQIANAAFTSELLYRTPPGSPQLAMLKSSKMKHPIIPIHNSLERQMELSTCENGSLNMEINGEEEILMKNKNSLYLKSAEIDCSISSEENTDDNITVQGEIRKEDGMENLKNHDNNLTQSGSDSSCSPECL.... Result: 0 (no interaction). (8) The miRNA is mmu-miR-5125 with sequence UCUGCCUGGGAUUUCCUUGU. The protein sequence of the target gene is MAKRLCAGSALCVRGPRGPAPLLLVGLALLGAARAREEAGGGFSLHPPYFNLAEGARIAASATCGEEAPARGSPRPTEDLYCKLVGGPVAGGDPNQTIRGQYCDICTAANSNKAHPASNAIDGTERWWQSPPLSRGLEYNEVNVTLDLGQVFHVAYVLIKFANSPRPDLWVLERSMDFGRTYQPWQFFASSKRDCLERFGPQTLERITRDDAAICTTEYSRIVPLENGEIVVSLVNGRPGAMNFSYSPLLREFTKATNVRLRFLRTNTLLGHLMGKALRDPTVTRRYYYSIKDISIGGRC.... Result: 0 (no interaction).